This data is from Forward reaction prediction with 1.9M reactions from USPTO patents (1976-2016). The task is: Predict the product of the given reaction. (1) The product is: [CH:30]([OH:32])=[O:31].[NH2:17][C:10]1[CH2:11][O:12][CH2:13][C:14]([F:15])([F:16])[C@:8]([C:6]2[CH:7]=[C:2]([NH:1][C:30]([C:27]3[CH:26]=[N:25][C:24]([O:23][CH2:22][CH2:21][F:20])=[CH:29][N:28]=3)=[O:31])[CH:3]=[CH:4][C:5]=2[F:19])([CH3:18])[N:9]=1. Given the reactants [NH2:1][C:2]1[CH:3]=[CH:4][C:5]([F:19])=[C:6]([C@:8]2([CH3:18])[C:14]([F:16])([F:15])[CH2:13][O:12][CH2:11][C:10]([NH2:17])=[N:9]2)[CH:7]=1.[F:20][CH2:21][CH2:22][O:23][C:24]1[N:25]=[CH:26][C:27]([C:30]([OH:32])=[O:31])=[N:28][CH:29]=1, predict the reaction product. (2) Given the reactants [Br:1][C:2]1[CH:10]=[C:9]([CH3:11])[CH:8]=[CH:7][C:3]=1[C:4]([OH:6])=[O:5].S(Cl)(Cl)=O.[CH3:16]O, predict the reaction product. The product is: [Br:1][C:2]1[CH:10]=[C:9]([CH3:11])[CH:8]=[CH:7][C:3]=1[C:4]([O:6][CH3:16])=[O:5]. (3) Given the reactants [C:1]([C:3]1[CH:4]=[C:5]2[N:11]=[C:10]([C:12]([C:15]3[C:23]([O:24][CH3:25])=[CH:22][C:21]([CH3:26])=[C:20]4[C:16]=3[CH:17]=[CH:18][N:19]4[C:27]([O:29][C:30]([CH3:33])([CH3:32])[CH3:31])=[O:28])([OH:14])[CH3:13])[N:9](COCC[Si](C)(C)C)[C:6]2=[N:7][CH:8]=1)#[N:2].CCCC[N+](CCCC)(CCCC)CCCC.[F-].C1COCC1.C(N)CN, predict the reaction product. The product is: [C:1]([C:3]1[CH:4]=[C:5]2[N:11]=[C:10]([C:12]([C:15]3[C:23]([O:24][CH3:25])=[CH:22][C:21]([CH3:26])=[C:20]4[C:16]=3[CH:17]=[CH:18][N:19]4[C:27]([O:29][C:30]([CH3:33])([CH3:32])[CH3:31])=[O:28])([OH:14])[CH3:13])[NH:9][C:6]2=[N:7][CH:8]=1)#[N:2]. (4) Given the reactants [Cl:1][C:2]1[N:11]=[C:10](Cl)[C:9]2[C:4](=[C:5]([O:14][CH3:15])[C:6]([CH3:13])=[CH:7][CH:8]=2)[N:3]=1.CCN(C(C)C)C(C)C.[H][H].O, predict the reaction product. The product is: [Cl:1][C:2]1[N:11]=[CH:10][C:9]2[C:4](=[C:5]([O:14][CH3:15])[C:6]([CH3:13])=[CH:7][CH:8]=2)[N:3]=1. (5) Given the reactants F[C:2]1[C:7]([I:8])=[CH:6][CH:5]=[CH:4][N:3]=1.C([O-])([O-])=O.[Cs+].[Cs+].[C:15]1([OH:21])[CH:20]=[CH:19][CH:18]=[CH:17][CH:16]=1.[Na+].[Cl-], predict the reaction product. The product is: [I:8][C:7]1[C:2]([O:21][C:15]2[CH:20]=[CH:19][CH:18]=[CH:17][CH:16]=2)=[N:3][CH:4]=[CH:5][CH:6]=1. (6) Given the reactants [CH:1]([O:4][C:5]1[CH:10]=[CH:9][CH:8]=[CH:7][C:6]=1[C:11]1[C:12]2[C:16]([CH:17]=[CH:18][CH:19]=1)=[N:15][N:14]1[C:20]([CH:25]3[CH2:30][CH2:29][N:28](C(OC(C)(C)C)=O)[CH2:27][CH2:26]3)=[CH:21][C:22](=[O:24])[NH:23][C:13]=21)([CH3:3])[CH3:2].[ClH:38], predict the reaction product. The product is: [ClH:38].[CH:1]([O:4][C:5]1[CH:10]=[CH:9][CH:8]=[CH:7][C:6]=1[C:11]1[C:12]2[C:16]([CH:17]=[CH:18][CH:19]=1)=[N:15][N:14]1[C:20]([CH:25]3[CH2:30][CH2:29][NH:28][CH2:27][CH2:26]3)=[CH:21][C:22](=[O:24])[NH:23][C:13]=21)([CH3:3])[CH3:2]. (7) Given the reactants C([N:3]([CH2:15][CH3:16])[C:4](=[O:14])[C:5]1[CH:10]=[CH:9][C:8]([O:11][CH3:12])=[CH:7][C:6]=1C)C.C([Li])(C)(C)C.[N:22]1(C#N)[CH2:26][CH2:25][CH2:24][CH2:23]1, predict the reaction product. The product is: [CH3:12][O:11][C:8]1[CH:9]=[C:10]2[C:5](=[CH:6][CH:7]=1)[C:4]([OH:14])=[N:3][C:15]([N:22]1[CH2:26][CH2:25][CH2:24][CH2:23]1)=[CH:16]2. (8) Given the reactants [CH3:1][O:2][C:3]1[CH:39]=[CH:38][C:6]([C:7]([NH:20][C:21]2[N:29]=[CH:28][N:27]=[C:26]3[C:22]=2[N:23]=[CH:24][N:25]3[C@H:30]2[O:35][C@@H:34]([CH2:36][OH:37])[C@@H:32]([OH:33])[CH2:31]2)([C:14]2[CH:19]=[CH:18][CH:17]=[CH:16][CH:15]=2)[C:8]2[CH:13]=[CH:12][CH:11]=[CH:10][CH:9]=2)=[CH:5][CH:4]=1.[CH3:40][O:41][C:42]1[CH:61]=[CH:60][C:45]([C:46](Cl)([C:53]2[CH:58]=[CH:57][CH:56]=[CH:55][CH:54]=2)[C:47]2[CH:52]=[CH:51][CH:50]=[CH:49][CH:48]=2)=[CH:44][CH:43]=1.CO.C(O)C, predict the reaction product. The product is: [CH3:1][O:2][C:3]1[CH:4]=[CH:5][C:6]([C:7]([NH:20][C:21]2[N:29]=[CH:28][N:27]=[C:26]3[C:22]=2[N:23]=[CH:24][N:25]3[C@H:30]2[O:35][C@@H:34]([CH2:36][O:37][C:46]([C:53]3[CH:58]=[CH:57][CH:56]=[CH:55][CH:54]=3)([C:47]3[CH:52]=[CH:51][CH:50]=[CH:49][CH:48]=3)[C:45]3[CH:44]=[CH:43][C:42]([O:41][CH3:40])=[CH:61][CH:60]=3)[C@@H:32]([OH:33])[CH2:31]2)([C:14]2[CH:15]=[CH:16][CH:17]=[CH:18][CH:19]=2)[C:8]2[CH:9]=[CH:10][CH:11]=[CH:12][CH:13]=2)=[CH:38][CH:39]=1. (9) Given the reactants Br[C:2]1[CH:3]=[C:4]([CH:22]=[C:23]([C:25]([F:28])([F:27])[F:26])[CH:24]=1)[C:5]([N:7]([C:9]1[CH:10]=[N:11][CH:12]=[CH:13][C:14]=1[C:15]1[CH:20]=[CH:19][CH:18]=[CH:17][C:16]=1[Cl:21])[CH3:8])=[O:6].[CH3:29]CN(CC)CC.[C:36]([O-:39])(O)=[O:37].[Na+], predict the reaction product. The product is: [CH3:29][O:39][C:36](=[O:37])[C:2]1[CH:24]=[C:23]([C:25]([F:26])([F:27])[F:28])[CH:22]=[C:4]([C:5]([N:7]([C:9]2[CH:10]=[N:11][CH:12]=[CH:13][C:14]=2[C:15]2[CH:20]=[CH:19][CH:18]=[CH:17][C:16]=2[Cl:21])[CH3:8])=[O:6])[CH:3]=1.